This data is from Catalyst prediction with 721,799 reactions and 888 catalyst types from USPTO. The task is: Predict which catalyst facilitates the given reaction. (1) Reactant: [CH3:1][O:2][C:3]1[N:8]=[CH:7][N:6]=[C:5]([CH2:9][N:10]2[C:18]3[C:13](=[N:14][CH:15]=[C:16]([CH3:19])[CH:17]=3)[C:12]([C:20]([OH:22])=O)=[CH:11]2)[C:4]=1[CH3:23].C(N(CC)CC)C.CCCP1(OP(CCC)(=O)OP(CCC)(=O)O1)=O.[NH2:49][CH2:50][C@H:51]([OH:53])[CH3:52]. Product: [OH:53][C@H:51]([CH3:52])[CH2:50][NH:49][C:20]([C:12]1[C:13]2=[N:14][CH:15]=[C:16]([CH3:19])[CH:17]=[C:18]2[N:10]([CH2:9][C:5]2[C:4]([CH3:23])=[C:3]([O:2][CH3:1])[N:8]=[CH:7][N:6]=2)[CH:11]=1)=[O:22]. The catalyst class is: 2. (2) Reactant: [C:1]1([C:7]2[S:8][CH:9]=[C:10]([C:12]([OH:14])=O)[N:11]=2)[CH:6]=[CH:5][CH:4]=[CH:3][CH:2]=1.C(Cl)(=O)C(Cl)=O.Cl.[CH3:22][NH:23][O:24][CH3:25].C(N(CC)CC)C. Product: [CH3:25][O:24][N:23]([CH3:22])[C:12]([C:10]1[N:11]=[C:7]([C:1]2[CH:6]=[CH:5][CH:4]=[CH:3][CH:2]=2)[S:8][CH:9]=1)=[O:14]. The catalyst class is: 120. (3) The catalyst class is: 6. Product: [Br:23][C:10]1[CH:9]=[C:8]([C:13]([C:15]2[CH:20]=[CH:19][C:18]([O:21][CH3:22])=[CH:17][CH:16]=2)=[O:14])[C:6]2[CH:7]=[C:3]([CH2:1][CH3:2])[O:4][C:5]=2[C:11]=1[OH:12]. Reactant: [CH2:1]([C:3]1[O:4][C:5]2[C:11]([OH:12])=[CH:10][CH:9]=[C:8]([C:13]([C:15]3[CH:20]=[CH:19][C:18]([O:21][CH3:22])=[CH:17][CH:16]=3)=[O:14])[C:6]=2[CH:7]=1)[CH3:2].[Br:23]Br. (4) Reactant: [NH2:1][C:2]1[CH:3]=[C:4]([CH:8]=[C:9](Br)[CH:10]=1)[C:5]([OH:7])=[O:6].[F:12][C:13]([F:24])([F:23])[C:14]1[CH:19]=[CH:18][C:17](B(O)O)=[CH:16][CH:15]=1.C(=O)([O-])[O-].[K+].[K+]. Product: [NH2:1][C:2]1[CH:3]=[C:4]([C:5]([OH:7])=[O:6])[CH:8]=[C:9]([C:17]2[CH:18]=[CH:19][C:14]([C:13]([F:24])([F:23])[F:12])=[CH:15][CH:16]=2)[CH:10]=1. The catalyst class is: 70.